From a dataset of Forward reaction prediction with 1.9M reactions from USPTO patents (1976-2016). Predict the product of the given reaction. (1) Given the reactants Br[C:2]1[CH:3]=[C:4]2[C:9](=[CH:10][CH:11]=1)[N:8]=[CH:7][CH:6]=[CH:5]2.[I-:12].[Na+].[I-].O, predict the reaction product. The product is: [I:12][C:2]1[CH:3]=[C:4]2[C:9](=[CH:10][CH:11]=1)[N:8]=[CH:7][CH:6]=[CH:5]2. (2) Given the reactants Br[C:2]1[C:7]([CH3:8])=[CH:6][C:5]([O:9][CH3:10])=[CH:4][N:3]=1.CC1(C)C(C)(C)OB([C:19]2[C:20]3[CH:27]=[C:26]([CH2:28][OH:29])[CH:25]=[CH:24][C:21]=3[S:22][CH:23]=2)O1.C([O-])([O-])=O.[Cs+].[Cs+], predict the reaction product. The product is: [CH3:10][O:9][C:5]1[CH:6]=[C:7]([CH3:8])[C:2]([C:19]2[C:20]3[CH:27]=[C:26]([CH2:28][OH:29])[CH:25]=[CH:24][C:21]=3[S:22][CH:23]=2)=[N:3][CH:4]=1.